From a dataset of Catalyst prediction with 721,799 reactions and 888 catalyst types from USPTO. Predict which catalyst facilitates the given reaction. (1) Reactant: O[Li].[OH2:3].[OH2:4].C(OC(C1([CH:17]([C:29]2([C:34]([O:36]CCCC)=[O:35])[CH2:33][CH2:32][CH2:31][CH2:30]2)[CH2:18][CH2:19][CH2:20][CH2:21][C:22](=[O:28])[CH2:23][CH2:24][CH2:25][CH2:26][CH3:27])CCCC1)=O)CCC. Product: [C:17]([C:29]1([CH2:27][CH2:26][CH2:25][CH2:24][CH2:23][C:22](=[O:28])[CH2:21][CH2:20][CH2:19][CH2:18][CH2:17][C:29]2([C:34]([OH:36])=[O:35])[CH2:30][CH2:31][CH2:32][CH2:33]2)[CH2:33][CH2:32][CH2:31][CH2:30]1)([OH:4])=[O:3]. The catalyst class is: 14. (2) Reactant: [CH3:1][O:2][C:3]1[CH:8]=[CH:7][C:6]([C:9]2[CH:14]=[CH:13][CH:12]=[C:11]([O:15][C:16]3[CH:29]=[CH:28][C:19]([CH:20]=[C:21]4[S:25][C:24](=[O:26])[NH:23][C:22]4=[O:27])=[CH:18][CH:17]=3)[CH:10]=2)=[CH:5][CH:4]=1.C([O-])=O.[NH4+]. Product: [CH3:1][O:2][C:3]1[CH:4]=[CH:5][C:6]([C:9]2[CH:14]=[CH:13][CH:12]=[C:11]([O:15][C:16]3[CH:29]=[CH:28][C:19]([CH2:20][CH:21]4[S:25][C:24](=[O:26])[NH:23][C:22]4=[O:27])=[CH:18][CH:17]=3)[CH:10]=2)=[CH:7][CH:8]=1. The catalyst class is: 285.